Dataset: NCI-60 drug combinations with 297,098 pairs across 59 cell lines. Task: Regression. Given two drug SMILES strings and cell line genomic features, predict the synergy score measuring deviation from expected non-interaction effect. (1) Drug 1: CCC1=C2CN3C(=CC4=C(C3=O)COC(=O)C4(CC)O)C2=NC5=C1C=C(C=C5)O. Drug 2: C1CC(=O)NC(=O)C1N2C(=O)C3=CC=CC=C3C2=O. Cell line: NCIH23. Synergy scores: CSS=14.6, Synergy_ZIP=-5.40, Synergy_Bliss=2.46, Synergy_Loewe=-23.3, Synergy_HSA=-0.0905. (2) Drug 1: CNC(=O)C1=CC=CC=C1SC2=CC3=C(C=C2)C(=NN3)C=CC4=CC=CC=N4. Drug 2: CN1C(=O)N2C=NC(=C2N=N1)C(=O)N. Cell line: UO-31. Synergy scores: CSS=-5.22, Synergy_ZIP=0.526, Synergy_Bliss=-4.00, Synergy_Loewe=-4.32, Synergy_HSA=-4.94. (3) Drug 1: C1CC(=O)NC(=O)C1N2CC3=C(C2=O)C=CC=C3N. Drug 2: CC1OCC2C(O1)C(C(C(O2)OC3C4COC(=O)C4C(C5=CC6=C(C=C35)OCO6)C7=CC(=C(C(=C7)OC)O)OC)O)O. Cell line: HS 578T. Synergy scores: CSS=27.2, Synergy_ZIP=7.00, Synergy_Bliss=8.57, Synergy_Loewe=-6.27, Synergy_HSA=7.84. (4) Drug 1: C1CCN(CC1)CCOC2=CC=C(C=C2)C(=O)C3=C(SC4=C3C=CC(=C4)O)C5=CC=C(C=C5)O. Drug 2: CC1=C(C(=CC=C1)Cl)NC(=O)C2=CN=C(S2)NC3=CC(=NC(=N3)C)N4CCN(CC4)CCO. Synergy scores: CSS=20.0, Synergy_ZIP=-4.92, Synergy_Bliss=2.14, Synergy_Loewe=3.23, Synergy_HSA=3.21. Cell line: SF-539. (5) Synergy scores: CSS=6.41, Synergy_ZIP=1.58, Synergy_Bliss=4.44, Synergy_Loewe=5.53, Synergy_HSA=2.35. Drug 2: C(CCl)NC(=O)N(CCCl)N=O. Cell line: EKVX. Drug 1: CCN(CC)CCNC(=O)C1=C(NC(=C1C)C=C2C3=C(C=CC(=C3)F)NC2=O)C. (6) Drug 1: CC(C)(C#N)C1=CC(=CC(=C1)CN2C=NC=N2)C(C)(C)C#N. Drug 2: CC1=C(C=C(C=C1)C(=O)NC2=CC(=CC(=C2)C(F)(F)F)N3C=C(N=C3)C)NC4=NC=CC(=N4)C5=CN=CC=C5. Cell line: NCIH23. Synergy scores: CSS=-6.24, Synergy_ZIP=5.43, Synergy_Bliss=1.28, Synergy_Loewe=-3.19, Synergy_HSA=-6.49. (7) Drug 1: COC1=CC(=CC(=C1O)OC)C2C3C(COC3=O)C(C4=CC5=C(C=C24)OCO5)OC6C(C(C7C(O6)COC(O7)C8=CC=CS8)O)O. Drug 2: C1=NNC2=C1C(=O)NC=N2. Cell line: SK-MEL-5. Synergy scores: CSS=19.8, Synergy_ZIP=0.585, Synergy_Bliss=2.48, Synergy_Loewe=-30.2, Synergy_HSA=-0.926.